This data is from Peptide-MHC class I binding affinity with 185,985 pairs from IEDB/IMGT. The task is: Regression. Given a peptide amino acid sequence and an MHC pseudo amino acid sequence, predict their binding affinity value. This is MHC class I binding data. (1) The peptide sequence is HIRLHQQAL. The MHC is HLA-B08:01 with pseudo-sequence HLA-B08:01. The binding affinity (normalized) is 0.671. (2) The peptide sequence is ATFEAVLAK. The MHC is HLA-A01:01 with pseudo-sequence HLA-A01:01. The binding affinity (normalized) is 0.0847. (3) The peptide sequence is KPHETAIKEV. The MHC is HLA-B51:01 with pseudo-sequence HLA-B51:01. The binding affinity (normalized) is 0. (4) The MHC is HLA-B07:02 with pseudo-sequence HLA-B07:02. The binding affinity (normalized) is 0.898. The peptide sequence is FPRIWLHSL. (5) The peptide sequence is EVCQATSQY. The MHC is HLA-B53:01 with pseudo-sequence HLA-B53:01. The binding affinity (normalized) is 0.213. (6) The peptide sequence is YDSQGLPEELP. The MHC is HLA-A02:02 with pseudo-sequence HLA-A02:02. The binding affinity (normalized) is 0.170. (7) The peptide sequence is EYIDSAWEW. The MHC is HLA-A02:03 with pseudo-sequence HLA-A02:03. The binding affinity (normalized) is 0.